This data is from Reaction yield outcomes from USPTO patents with 853,638 reactions. The task is: Predict the reaction yield, written as a fraction of the theoretical maximum amount of product (1.0 means a 100% yield; for example, 0.34 means a 34% yield). The reactants are Br[C:2]1[CH:8]=[C:7]([N+:9]([O-:11])=[O:10])[CH:6]=[CH:5][C:3]=1[NH2:4].[C:12]([C:14]1[CH:19]=[CH:18][CH:17]=[CH:16][CH:15]=1)#[CH:13]. The catalyst is C(N(CC)CC)C.[Cu]I.Cl[Pd](Cl)([P](C1C=CC=CC=1)(C1C=CC=CC=1)C1C=CC=CC=1)[P](C1C=CC=CC=1)(C1C=CC=CC=1)C1C=CC=CC=1. The product is [N+:9]([C:7]1[CH:6]=[CH:5][C:3]([NH2:4])=[C:2]([C:13]#[C:12][C:14]2[CH:19]=[CH:18][CH:17]=[CH:16][CH:15]=2)[CH:8]=1)([O-:11])=[O:10]. The yield is 0.140.